Dataset: Full USPTO retrosynthesis dataset with 1.9M reactions from patents (1976-2016). Task: Predict the reactants needed to synthesize the given product. (1) Given the product [NH:35]1[C:36]2[C:32](=[C:31]([C:2]3[N:3]=[C:4]([N:17]4[CH2:22][CH2:21][O:20][CH2:19][CH2:18]4)[C:5]4[S:10][C:9]([NH:11][C:12](=[O:16])[CH:13]([CH3:15])[CH3:14])=[CH:8][C:6]=4[N:7]=3)[CH:39]=[CH:38][CH:37]=2)[CH:33]=[N:34]1, predict the reactants needed to synthesize it. The reactants are: Cl[C:2]1[N:3]=[C:4]([N:17]2[CH2:22][CH2:21][O:20][CH2:19][CH2:18]2)[C:5]2[S:10][C:9]([NH:11][C:12](=[O:16])[CH:13]([CH3:15])[CH3:14])=[CH:8][C:6]=2[N:7]=1.CC1(C)C(C)(C)OB([C:31]2[CH:39]=[CH:38][CH:37]=[C:36]3[C:32]=2[CH:33]=[N:34][NH:35]3)O1. (2) Given the product [CH:17]1([N:14]2[CH2:15][CH2:16][N:11]([C:9]([CH:1]3[C:3]4([CH2:8][CH2:7][N:6]([C:24]5[CH:29]=[CH:28][C:27]([C:30]([F:33])([F:32])[F:31])=[CH:26][N:25]=5)[CH2:5][CH2:4]4)[CH2:2]3)=[O:10])[CH2:12][CH2:13]2)[CH2:18][CH2:19][CH2:20][CH2:21][CH2:22]1, predict the reactants needed to synthesize it. The reactants are: [CH:1]1([C:9]([N:11]2[CH2:16][CH2:15][N:14]([CH:17]3[CH2:22][CH2:21][CH2:20][CH2:19][CH2:18]3)[CH2:13][CH2:12]2)=[O:10])[C:3]2([CH2:8][CH2:7][NH:6][CH2:5][CH2:4]2)[CH2:2]1.Cl[C:24]1[CH:29]=[CH:28][C:27]([C:30]([F:33])([F:32])[F:31])=[CH:26][N:25]=1. (3) Given the product [CH:12]1[C:8]2[CH2:9][CH2:10][C:11]3[CH:1]=[CH:2][CH:3]=[CH:4][C:5]=3[C:6](=[C:16]3[CH2:17][CH2:18][CH:19]([NH:22][S:37]([C:34]4[CH:35]=[CH:36][C:31]([Cl:30])=[CH:32][CH:33]=4)(=[O:39])=[O:38])[CH2:20][CH2:21]3)[C:7]=2[CH:15]=[CH:14][CH:13]=1, predict the reactants needed to synthesize it. The reactants are: [CH:1]1[C:11]2[CH2:10][CH2:9][C:8]3[CH:12]=[CH:13][CH:14]=[CH:15][C:7]=3[C:6](=[C:16]3[CH2:21][CH2:20][CH:19]([NH2:22])[CH2:18][CH2:17]3)[C:5]=2[CH:4]=[CH:3][CH:2]=1.C(N(CC)CC)C.[Cl:30][C:31]1[CH:36]=[CH:35][C:34]([S:37](Cl)(=[O:39])=[O:38])=[CH:33][CH:32]=1.